This data is from Reaction yield outcomes from USPTO patents with 853,638 reactions. The task is: Predict the reaction yield, written as a fraction of the theoretical maximum amount of product (1.0 means a 100% yield; for example, 0.34 means a 34% yield). (1) The reactants are [OH:1][C:2]1[CH:11]=[C:10]2[C:5]([C:6]([O:12][C:13]3[C:14]([CH3:23])=[N:15][C:16]4[C:21]([CH:22]=3)=[CH:20][CH:19]=[CH:18][N:17]=4)=[CH:7][CH:8]=[N:9]2)=[CH:4][C:3]=1[O:24][CH3:25].C(=O)([O-])[O-].[K+].[K+].Br[CH2:33][CH2:34][Cl:35].O. The catalyst is CN(C)C=O. The product is [Cl:35][CH2:34][CH2:33][O:1][C:2]1[CH:11]=[C:10]2[C:5]([C:6]([O:12][C:13]3[C:14]([CH3:23])=[N:15][C:16]4[C:21]([CH:22]=3)=[CH:20][CH:19]=[CH:18][N:17]=4)=[CH:7][CH:8]=[N:9]2)=[CH:4][C:3]=1[O:24][CH3:25]. The yield is 0.900. (2) The catalyst is O1CCCC1. The yield is 0.790. The product is [CH3:18][NH:14][C:5]1[C:4]([N+:1]([O-:3])=[O:2])=[C:13]2[C:8]([CH:9]=[CH:10][CH:11]=[N:12]2)=[CH:7][CH:6]=1. The reactants are [N+:1]([C:4]1[C:5]([NH2:14])=[CH:6][CH:7]=[C:8]2[C:13]=1[N:12]=[CH:11][CH:10]=[CH:9]2)([O-:3])=[O:2].[H-].[Na+].I[CH3:18].O.